This data is from Reaction yield outcomes from USPTO patents with 853,638 reactions. The task is: Predict the reaction yield, written as a fraction of the theoretical maximum amount of product (1.0 means a 100% yield; for example, 0.34 means a 34% yield). (1) The reactants are [CH3:1][C:2]1[O:3][C:4]([C:8]([OH:10])=O)=[C:5]([CH3:7])[N:6]=1.O1CCCC1.S(Cl)(Cl)=O.[NH2:20][C:21]1[CH:22]=[C:23]([CH:40]=[CH:41][C:42]=1[F:43])[O:24][C:25]1[CH:26]=[CH:27][C:28]2[N:29]([N:31]=[C:32]([NH:34][C:35]([CH:37]3[CH2:39][CH2:38]3)=[O:36])[N:33]=2)[CH:30]=1. The catalyst is CN(C)C=O.CN(C)C(=O)C. The product is [CH:37]1([C:35]([NH:34][C:32]2[N:33]=[C:28]3[CH:27]=[CH:26][C:25]([O:24][C:23]4[CH:40]=[CH:41][C:42]([F:43])=[C:21]([NH:20][C:8]([C:4]5[O:3][C:2]([CH3:1])=[N:6][C:5]=5[CH3:7])=[O:10])[CH:22]=4)=[CH:30][N:29]3[N:31]=2)=[O:36])[CH2:38][CH2:39]1. The yield is 0.690. (2) The reactants are [Cl:1]N1C(=O)CCC1=O.[O:9]([CH2:16][C:17]1[CH:26]=[C:20]2[C:21](=[O:25])[NH:22][CH2:23][CH2:24][N:19]2[N:18]=1)[C:10]1[CH:15]=[CH:14][CH:13]=[CH:12][CH:11]=1. The catalyst is C(Cl)(Cl)Cl. The product is [Cl:1][C:13]1[CH:12]=[CH:11][C:10]([O:9][CH2:16][C:17]2[CH:26]=[C:20]3[C:21](=[O:25])[NH:22][CH2:23][CH2:24][N:19]3[N:18]=2)=[CH:15][CH:14]=1. The yield is 0.900. (3) The reactants are C([O:4][C:5]1[CH:10]=[CH:9][CH:8]=[CH:7][C:6]=1[C:11]1[C:16]([Cl:17])=[CH:15][CH:14]=[CH:13][C:12]=1[Cl:18])C=C.O.CN1C[CH2:24][CH2:23][C:22]1=O. No catalyst specified. The product is [CH2:24]([C:10]1[CH:9]=[CH:8][CH:7]=[C:6]([C:11]2[C:12]([Cl:18])=[CH:13][CH:14]=[CH:15][C:16]=2[Cl:17])[C:5]=1[OH:4])[CH:23]=[CH2:22]. The yield is 0.830. (4) The reactants are Br.[N+:2]([C:5]1[CH:10]=[CH:9][C:8]([CH2:11][C@@H:12]([C:14]2[N:15]=[C:16]([C:19]3[S:20][CH:21]=[CH:22][CH:23]=3)[S:17][CH:18]=2)[NH2:13])=[CH:7][CH:6]=1)([O-:4])=[O:3].CCN(CC)CC.[CH2:31]([N:38]=[C:39]=[O:40])[C:32]1[CH:37]=[CH:36][CH:35]=[CH:34][CH:33]=1. The catalyst is C(Cl)Cl. The product is [CH2:31]([NH:38][C:39]([NH:13][C@H:12]([C:14]1[N:15]=[C:16]([C:19]2[S:20][CH:21]=[CH:22][CH:23]=2)[S:17][CH:18]=1)[CH2:11][C:8]1[CH:7]=[CH:6][C:5]([N+:2]([O-:4])=[O:3])=[CH:10][CH:9]=1)=[O:40])[C:32]1[CH:37]=[CH:36][CH:35]=[CH:34][CH:33]=1. The yield is 0.960. (5) The reactants are C[O:2][C:3]([C:5]1[C:6]([C:24]2[CH:29]=[CH:28][C:27]([C:30]([OH:32])=O)=[CH:26][CH:25]=2)=[CH:7][CH:8]=[C:9]([C:11]2[S:12][CH:13]=[C:14]([C:16]3[CH:21]=[CH:20][C:19]([Cl:22])=[C:18]([Cl:23])[CH:17]=3)[N:15]=2)[CH:10]=1)=[O:4].[NH2:33][CH2:34][CH:35]1[CH2:40][CH2:39][O:38][CH2:37][CH2:36]1. No catalyst specified. The product is [Cl:23][C:18]1[CH:17]=[C:16]([C:14]2[N:15]=[C:11]([C:9]3[CH:10]=[C:5]([C:3]([OH:2])=[O:4])[C:6]([C:24]4[CH:29]=[CH:28][C:27]([C:30](=[O:32])[NH:33][CH2:34][CH:35]5[CH2:40][CH2:39][O:38][CH2:37][CH2:36]5)=[CH:26][CH:25]=4)=[CH:7][CH:8]=3)[S:12][CH:13]=2)[CH:21]=[CH:20][C:19]=1[Cl:22]. The yield is 0.690.